Dataset: Catalyst prediction with 721,799 reactions and 888 catalyst types from USPTO. Task: Predict which catalyst facilitates the given reaction. Reactant: Cl[C:2]1[C:3]([CH3:22])=[N:4][C:5]2[C:10]([N:11]=1)=[C:9]([C:12]1[NH:20][C:19]3[CH2:18][CH2:17][NH:16][C:15](=[O:21])[C:14]=3[CH:13]=1)[CH:8]=[CH:7][CH:6]=2.[F:23][C:24]1[CH:29]=[CH:28][CH:27]=[CH:26][C:25]=1B(O)O.C([O-])([O-])=O.[Na+].[Na+].CO.C(Cl)Cl. Product: [F:23][C:24]1[CH:29]=[CH:28][CH:27]=[CH:26][C:25]=1[C:2]1[C:3]([CH3:22])=[N:4][C:5]2[C:10]([N:11]=1)=[C:9]([C:12]1[NH:20][C:19]3[CH2:18][CH2:17][NH:16][C:15](=[O:21])[C:14]=3[CH:13]=1)[CH:8]=[CH:7][CH:6]=2. The catalyst class is: 70.